Dataset: Catalyst prediction with 721,799 reactions and 888 catalyst types from USPTO. Task: Predict which catalyst facilitates the given reaction. (1) Reactant: [NH2:1][C:2]1[N:3]=[N:4][C:5]([Cl:8])=[CH:6][CH:7]=1.[Cl:9][CH2:10][C:11](Cl)=[O:12]. Product: [Cl:9][CH2:10][C:11]([NH:1][C:2]1[N:3]=[N:4][C:5]([Cl:8])=[CH:6][CH:7]=1)=[O:12]. The catalyst class is: 9. (2) Reactant: [CH:1]1([NH2:7])[CH2:6][CH2:5][CH2:4][CH2:3][CH2:2]1.CC1(C)[O:16][C:15](=O)[C:12]2([CH2:14][CH2:13]2)[C:11](=[O:18])[O:10]1. Product: [CH:1]1([N:7]2[CH2:14][CH2:13][CH:12]([C:11]([OH:18])=[O:10])[C:15]2=[O:16])[CH2:6][CH2:5][CH2:4][CH2:3][CH2:2]1. The catalyst class is: 10. (3) Reactant: Br[C:2]1[C:7]([NH2:8])=[C:6]([CH3:9])[CH:5]=[C:4]([CH3:10])[N:3]=1.[C:11]([C:13]1[CH:18]=[CH:17][CH:16]=[C:15]([F:19])[CH:14]=1)#[CH:12]. Product: [F:19][C:15]1[CH:14]=[C:13]([C:11]#[C:12][C:2]2[C:7]([NH2:8])=[C:6]([CH3:9])[CH:5]=[C:4]([CH3:10])[N:3]=2)[CH:18]=[CH:17][CH:16]=1. The catalyst class is: 337. (4) Reactant: [CH3:1][O:2][C:3]1[CH:11]=[C:10]2[C:6]([CH2:7][CH2:8][C:9]2=[O:12])=[CH:5][C:4]=1[N:13]1[CH2:18][CH2:17][O:16][CH2:15][CH2:14]1.[F:19][C:20]1[C:27]([C:28]([F:31])([F:30])[F:29])=[CH:26][CH:25]=[CH:24][C:21]=1[CH:22]=O.CC1C=CC(S(O)(=O)=O)=CC=1. Product: [F:19][C:20]1[C:27]([C:28]([F:29])([F:30])[F:31])=[CH:26][CH:25]=[CH:24][C:21]=1/[CH:22]=[C:8]1/[C:9](=[O:12])[C:10]2[C:6]([CH2:7]/1)=[CH:5][C:4]([N:13]1[CH2:14][CH2:15][O:16][CH2:17][CH2:18]1)=[C:3]([O:2][CH3:1])[CH:11]=2. The catalyst class is: 133. (5) Reactant: [CH2:1]([C:3]([C:13]1[C:21]2[C:16](=[C:17]([NH2:22])[CH:18]=[CH:19][CH:20]=2)[NH:15][C:14]=1[CH3:23])([C:6]1[CH:11]=[CH:10][C:9]([F:12])=[CH:8][CH:7]=1)[CH2:4][CH3:5])[CH3:2].[CH3:24][S:25](Cl)(=[O:27])=[O:26].N1C=CC=CC=1.C(=O)(O)[O-].[Na+]. Product: [CH2:1]([C:3]([C:13]1[C:21]2[C:16](=[C:17]([NH:22][S:25]([CH3:24])(=[O:27])=[O:26])[CH:18]=[CH:19][CH:20]=2)[NH:15][C:14]=1[CH3:23])([C:6]1[CH:7]=[CH:8][C:9]([F:12])=[CH:10][CH:11]=1)[CH2:4][CH3:5])[CH3:2]. The catalyst class is: 96.